From a dataset of Peptide-MHC class I binding affinity with 185,985 pairs from IEDB/IMGT. Regression. Given a peptide amino acid sequence and an MHC pseudo amino acid sequence, predict their binding affinity value. This is MHC class I binding data. (1) The MHC is HLA-B58:01 with pseudo-sequence HLA-B58:01. The peptide sequence is GLIQYPTAW. The binding affinity (normalized) is 0.426. (2) The peptide sequence is CVKYLLDNDI. The MHC is HLA-A02:02 with pseudo-sequence HLA-A02:02. The binding affinity (normalized) is 0.0418. (3) The peptide sequence is MMKDEPVVF. The MHC is HLA-A02:02 with pseudo-sequence HLA-A02:02. The binding affinity (normalized) is 0.559. (4) The peptide sequence is FAHDDRYLY. The MHC is HLA-B35:01 with pseudo-sequence HLA-B35:01. The binding affinity (normalized) is 1.00. (5) The peptide sequence is FSDARLAKL. The MHC is HLA-A24:03 with pseudo-sequence HLA-A24:03. The binding affinity (normalized) is 0.0847. (6) The peptide sequence is VAVQEYTSI. The MHC is H-2-Kb with pseudo-sequence H-2-Kb. The binding affinity (normalized) is 0.354. (7) The peptide sequence is NVIKVSARV. The MHC is HLA-A26:01 with pseudo-sequence HLA-A26:01. The binding affinity (normalized) is 0.472.